The task is: Predict the product of the given reaction.. This data is from Forward reaction prediction with 1.9M reactions from USPTO patents (1976-2016). Given the reactants [CH:1]1([C:4]2[CH:5]=[CH:6][CH:7]=[C:8]3[C:12]=2[CH2:11][C:10]([CH2:13][CH3:14])=[CH:9]3)[CH2:3][CH2:2]1.[Li][CH2:16][CH2:17][CH2:18][CH3:19].C([Cu])#N.Cl[Si:24]1(Cl)[CH2:28][CH2:27][CH2:26][CH2:25]1.CCO[CH2:33][CH3:34], predict the reaction product. The product is: [CH:1]1([C:4]2[CH:5]=[CH:6][CH:7]=[C:8]3[C:12]=2[CH:11]=[C:10]([CH2:13][CH3:14])[CH:9]3[Si:24]2([CH:28]3[C:9]4[C:25](=[C:4]([CH:1]5[CH2:3][CH2:2]5)[CH:12]=[CH:11][CH:10]=4)[CH:26]=[C:27]3[CH2:33][CH3:34])[CH2:19][CH2:18][CH2:17][CH2:16]2)[CH2:3][CH2:2]1.